The task is: Predict which catalyst facilitates the given reaction.. This data is from Catalyst prediction with 721,799 reactions and 888 catalyst types from USPTO. Reactant: Cl.[CH3:2][O:3][C:4](=[O:22])[C@@H:5]([NH2:21])[CH2:6][C:7]1[CH:12]=[CH:11][C:10]([O:13][C:14](=[O:16])[CH3:15])=[C:9]([O:17][C:18](=[O:20])[CH3:19])[CH:8]=1.[O:23]=[C:24](Cl)OC(Cl)(Cl)Cl.C(Cl)(Cl)=O. Product: [CH3:2][O:3][C:4](=[O:22])[C@@H:5]([N:21]=[C:24]=[O:23])[CH2:6][C:7]1[CH:12]=[CH:11][C:10]([O:13][C:14](=[O:16])[CH3:15])=[C:9]([O:17][C:18](=[O:20])[CH3:19])[CH:8]=1. The catalyst class is: 13.